From a dataset of Forward reaction prediction with 1.9M reactions from USPTO patents (1976-2016). Predict the product of the given reaction. (1) Given the reactants [CH3:1][C:2]1[C:6]([C:7]2[CH:8]=[C:9]([C:27]([NH2:29])=[O:28])[C:10]3[NH:11][C:12]4[C:17]([C:18]=3[CH:19]=2)=[CH:16][CH:15]=[C:14]([N:20]2[CH2:24][CH2:23][CH2:22][S:21]2(=[O:26])=[O:25])[CH:13]=4)=[C:5]([CH3:30])[O:4][N:3]=1.C([O-])([O-])=O.[K+].[K+].C1OCCOCCOCCOCCOCCOC1.Br[CH2:56][CH:57]1[CH2:59][CH2:58]1, predict the reaction product. The product is: [CH:57]1([CH2:56][N:11]2[C:10]3[C:9]([C:27]([NH2:29])=[O:28])=[CH:8][C:7]([C:6]4[C:2]([CH3:1])=[N:3][O:4][C:5]=4[CH3:30])=[CH:19][C:18]=3[C:17]3[C:12]2=[CH:13][C:14]([N:20]2[CH2:24][CH2:23][CH2:22][S:21]2(=[O:25])=[O:26])=[CH:15][CH:16]=3)[CH2:59][CH2:58]1. (2) Given the reactants [C:1]1([C:15]2[CH:20]=[CH:19][CH:18]=[CH:17][CH:16]=2)[CH:6]=[CH:5][C:4]([O:7][C@@H:8]2[CH2:13][CH2:12][CH2:11][C@@H:10]([OH:14])[CH2:9]2)=[CH:3][CH:2]=1.[CH3:21][O:22][C@:23]([C:31]1[CH:36]=[CH:35][CH:34]=[CH:33][CH:32]=1)([C:27]([F:30])([F:29])[F:28])[C:24](O)=[O:25].CCN=C=NCCCN(C)C.Cl, predict the reaction product. The product is: [C:1]1([C:15]2[CH:16]=[CH:17][CH:18]=[CH:19][CH:20]=2)[CH:6]=[CH:5][C:4]([O:7][C@H:8]2[CH2:13][CH2:12][CH2:11][C@H:10]([O:14][C:24](=[O:25])[C@@:23]([O:22][CH3:21])([C:31]3[CH:32]=[CH:33][CH:34]=[CH:35][CH:36]=3)[C:27]([F:29])([F:30])[F:28])[CH2:9]2)=[CH:3][CH:2]=1.